The task is: Predict the reactants needed to synthesize the given product.. This data is from Full USPTO retrosynthesis dataset with 1.9M reactions from patents (1976-2016). (1) The reactants are: [CH2:1]([OH:8])[C:2]1[CH:7]=[CH:6][CH:5]=[CH:4][CH:3]=1.C(O[C@@H:13]1[O:25][C@H:24]([CH2:26][O:27]C(=O)C)[C@@H:19]([O:20]C(=O)C)[C@H:14]1[O:15]C(=O)C)(=O)C.C(=O)([O-])O.[Na+].C[O-].[Na+].CO. Given the product [CH2:1]([O:8][C@@H:13]1[O:25][C@H:24]([CH2:26][OH:27])[C@@H:19]([OH:20])[C@H:14]1[OH:15])[C:2]1[CH:7]=[CH:6][CH:5]=[CH:4][CH:3]=1, predict the reactants needed to synthesize it. (2) Given the product [CH2:13]([O:1][C:2]1[CH:9]=[CH:8][C:5]([CH:6]=[O:7])=[CH:4][C:3]=1[N+:10]([O-:12])=[O:11])[C:14]1[CH:19]=[CH:18][CH:17]=[CH:16][CH:15]=1, predict the reactants needed to synthesize it. The reactants are: [OH:1][C:2]1[CH:9]=[CH:8][C:5]([CH:6]=[O:7])=[CH:4][C:3]=1[N+:10]([O-:12])=[O:11].[CH2:13](Br)[C:14]1[CH:19]=[CH:18][CH:17]=[CH:16][CH:15]=1.C([O-])([O-])=O.[K+].[K+]. (3) Given the product [Cl:6][CH2:7][C:8]([NH:10][C:11]1[CH:12]=[N:13][C:14]([C:17](=[N:2][OH:3])[NH2:18])=[CH:15][CH:16]=1)=[O:9], predict the reactants needed to synthesize it. The reactants are: Cl.[NH2:2][OH:3].[OH-].[K+].[Cl:6][CH2:7][C:8]([NH:10][C:11]1[CH:12]=[N:13][C:14]([C:17]#[N:18])=[CH:15][CH:16]=1)=[O:9]. (4) Given the product [NH:34]1[CH:33]=[C:32]([C:2]2[CH:3]=[CH:4][C:5]3[C:11]4[S:12][C:13]([C:15]5[N:19]([CH2:20][CH3:21])[C:18](=[O:22])[NH:17][N:16]=5)=[CH:14][C:10]=4[CH2:9][CH2:8][O:7][C:6]=3[CH:23]=2)[CH:36]=[N:35]1, predict the reactants needed to synthesize it. The reactants are: Br[C:2]1[CH:3]=[CH:4][C:5]2[C:11]3[S:12][C:13]([C:15]4[N:19]([CH2:20][CH3:21])[C:18](=[O:22])[NH:17][N:16]=4)=[CH:14][C:10]=3[CH2:9][CH2:8][O:7][C:6]=2[CH:23]=1.CC1(C)C(C)(C)OB([C:32]2[CH:33]=[N:34][NH:35][CH:36]=2)O1. (5) Given the product [C:5]([C:8]1[CH:13]=[CH:12][C:11]([C:14]2([NH:18][C:19](=[O:25])[O:20][C:21]([CH3:24])([CH3:23])[CH3:22])[CH2:17][CH2:16][CH2:15]2)=[CH:10][CH:9]=1)#[CH:6], predict the reactants needed to synthesize it. The reactants are: [Si]([C:5]#[CH:6])(C)(C)C.Br[C:8]1[CH:13]=[CH:12][C:11]([C:14]2([NH:18][C:19](=[O:25])[O:20][C:21]([CH3:24])([CH3:23])[CH3:22])[CH2:17][CH2:16][CH2:15]2)=[CH:10][CH:9]=1.C(NC(C)C)(C)C.C(=O)([O-])[O-].[K+].[K+].